This data is from Forward reaction prediction with 1.9M reactions from USPTO patents (1976-2016). The task is: Predict the product of the given reaction. The product is: [ClH:33].[ClH:33].[CH3:1][CH:2]1[CH2:7][CH2:6][CH2:5][CH2:4][N:3]1[CH2:8][CH2:9][CH2:10][NH:11][C:12]1[CH:13]=[CH:14][C:15]([NH2:18])=[CH:16][CH:17]=1. Given the reactants [CH3:1][CH:2]1[CH2:7][CH2:6][CH2:5][CH2:4][N:3]1[CH2:8][CH2:9][CH2:10][NH:11][C:12]1[CH:17]=[CH:16][C:15]([N+:18]([O-])=O)=[CH:14][CH:13]=1.C1(N)C(F)=C(F)C(F)=C(N)C=1F.[ClH:33].Cl, predict the reaction product.